This data is from Full USPTO retrosynthesis dataset with 1.9M reactions from patents (1976-2016). The task is: Predict the reactants needed to synthesize the given product. (1) Given the product [F:30][C:26]1[CH:27]=[CH:28][CH:29]=[C:24]([F:23])[C:25]=1[N:31]1[C:32](=[O:39])[CH2:33][N:34]([CH2:9][C@H:7]([NH:8][S:10]([C:13]2[CH:18]=[CH:17][CH:16]=[CH:15][C:14]=2[N+:19]([O-:21])=[O:20])(=[O:12])=[O:11])[C@@H:5]2[CH2:6][C@@H:2]([CH3:1])[C:3](=[O:22])[O:4]2)[C:35]([CH3:38])([CH3:37])[CH2:36]1, predict the reactants needed to synthesize it. The reactants are: [CH3:1][C@@H:2]1[CH2:6][C@@H:5]([CH:7]2[CH2:9][N@@:8]2[S:10]([C:13]2[CH:18]=[CH:17][CH:16]=[CH:15][C:14]=2[N+:19]([O-:21])=[O:20])(=[O:12])=[O:11])[O:4][C:3]1=[O:22].[F:23][C:24]1[CH:29]=[CH:28][CH:27]=[C:26]([F:30])[C:25]=1[N:31]1[CH2:36][C:35]([CH3:38])([CH3:37])[NH:34][CH2:33][C:32]1=[O:39]. (2) Given the product [Cl:32][C:33]1[CH:38]=[CH:37][CH:36]=[CH:35][C:34]=1[NH:39][C:40]([N:5]1[CH2:6][CH:1]2[CH2:7][CH:4]1[CH2:3][N:2]2[C:8]1[N:13]=[CH:12][C:11]([NH:14][C:15]([C:17]2[N:18]=[C:19]([C:26]3[CH:31]=[CH:30][CH:29]=[CH:28][CH:27]=3)[O:20][C:21]=2[C:22]([F:25])([F:24])[F:23])=[O:16])=[CH:10][CH:9]=1)=[O:41], predict the reactants needed to synthesize it. The reactants are: [CH:1]12[CH2:7][CH:4]([NH:5][CH2:6]1)[CH2:3][N:2]2[C:8]1[N:13]=[CH:12][C:11]([NH:14][C:15]([C:17]2[N:18]=[C:19]([C:26]3[CH:31]=[CH:30][CH:29]=[CH:28][CH:27]=3)[O:20][C:21]=2[C:22]([F:25])([F:24])[F:23])=[O:16])=[CH:10][CH:9]=1.[Cl:32][C:33]1[CH:38]=[CH:37][CH:36]=[CH:35][C:34]=1[N:39]=[C:40]=[O:41].